This data is from Reaction yield outcomes from USPTO patents with 853,638 reactions. The task is: Predict the reaction yield, written as a fraction of the theoretical maximum amount of product (1.0 means a 100% yield; for example, 0.34 means a 34% yield). (1) The reactants are [Cl:1][C:2]1[CH:38]=[CH:37][C:5]2[NH:6][C:7]([C@@H:9]([NH:11][C:12](=[O:36])[C:13]3[CH:18]=[CH:17][C:16]([C:19]([N:21]4[CH2:25][CH2:24][CH2:23][CH:22]4[CH2:26][NH:27]C(OC(C)(C)C)=O)=[O:20])=[C:15]([Cl:35])[CH:14]=3)[CH3:10])=[N:8][C:4]=2[CH:3]=1.FC(F)(F)C(O)=O.ClCCl.CO.N.ClCl. No catalyst specified. The product is [Cl:1][C:2]1[CH:38]=[CH:37][C:5]2[NH:6][C:7]([C@@H:9]([NH:11][C:12](=[O:36])[C:13]3[CH:18]=[CH:17][C:16]([C:19]([N:21]4[CH2:25][CH2:24][CH2:23][CH:22]4[CH2:26][NH2:27])=[O:20])=[C:15]([Cl:35])[CH:14]=3)[CH3:10])=[N:8][C:4]=2[CH:3]=1. The yield is 1.00. (2) The reactants are [Mn]([O-])(=O)(=O)=[O:2].[K+].[F:7][C:8]1[CH:13]=[C:12]([CH3:14])[CH:11]=[CH:10][N:9]=1.[OH2:15]. No catalyst specified. The product is [F:7][C:8]1[CH:13]=[C:12]([C:14]([OH:2])=[O:15])[CH:11]=[CH:10][N:9]=1. The yield is 0.320. (3) The reactants are [CH:1]1([N:6]2[CH2:11][CH2:10][N:9]([C:12]([C:14]3[CH:15]=[C:16]4[C:20](=[CH:21][CH:22]=3)[NH:19][C:18]([C:23]([N:25]3[CH2:30][CH2:29][S:28](=[O:32])(=[O:31])[CH2:27][CH2:26]3)=[O:24])=[CH:17]4)=[O:13])[CH2:8][CH2:7]2)[CH2:5][CH2:4][CH2:3][CH2:2]1.[H-].[Na+].[CH:35]1([CH2:38]Br)[CH2:37][CH2:36]1. The catalyst is CN(C)C=O. The product is [CH:1]1([N:6]2[CH2:7][CH2:8][N:9]([C:12]([C:14]3[CH:15]=[C:16]4[C:20](=[CH:21][CH:22]=3)[N:19]([CH2:38][CH:35]3[CH2:37][CH2:36]3)[C:18]([C:23]([N:25]3[CH2:30][CH2:29][S:28](=[O:31])(=[O:32])[CH2:27][CH2:26]3)=[O:24])=[CH:17]4)=[O:13])[CH2:10][CH2:11]2)[CH2:2][CH2:3][CH2:4][CH2:5]1. The yield is 0.700. (4) The reactants are [ClH:1].Br[C:3]1[C:7]2=[N:8][CH:9]=[CH:10][CH:11]=[C:6]2[S:5][C:4]=1[NH2:12]. The catalyst is CO.[Pd]. The product is [ClH:1].[S:5]1[C:6]2[C:7](=[N:8][CH:9]=[CH:10][CH:11]=2)[CH:3]=[C:4]1[NH2:12]. The yield is 0.570. (5) The reactants are [Cl:1][C:2]1[N:7]=[C:6]([Cl:8])[CH:5]=[C:4](Cl)[N:3]=1.[CH:10]1([C:13]2[NH:17][N:16]=[C:15]([NH2:18])[CH:14]=2)[CH2:12][CH2:11]1.C(N(C(C)C)CC)(C)C. The catalyst is C(O)CCC. The product is [Cl:1][C:2]1[N:3]=[C:4]([NH:18][C:15]2[CH:14]=[C:13]([CH:10]3[CH2:12][CH2:11]3)[NH:17][N:16]=2)[CH:5]=[C:6]([Cl:8])[N:7]=1. The yield is 0.920. (6) The reactants are [Br:1][C:2]1[CH:3]=[C:4]([CH3:14])[C:5]([O:12][CH3:13])=[C:6]([CH:11]=1)[C:7]([O:9]C)=[O:8].[OH-].[Na+].O.Cl. The catalyst is C1COCC1. The product is [Br:1][C:2]1[CH:3]=[C:4]([CH3:14])[C:5]([O:12][CH3:13])=[C:6]([CH:11]=1)[C:7]([OH:9])=[O:8]. The yield is 0.730. (7) The reactants are [CH3:1][O:2][C:3](=[O:25])[CH2:4][C:5]1[C:14]([CH3:15])=[C:13](OS(C(F)(F)F)(=O)=O)[C:12]2[C:7](=[CH:8][CH:9]=[C:10]([Cl:24])[CH:11]=2)[CH:6]=1.C1(P(C2C=CC=CC=2)C2C=CC=CC=2)C=CC=CC=1.[F:45][C:46]1[CH:51]=[CH:50][C:49]([NH:52][S:53]([C:56]2[CH:61]=[CH:60][C:59](B(O)O)=[CH:58][CH:57]=2)(=[O:55])=[O:54])=[CH:48][CH:47]=1.C(=O)([O-])[O-].[Na+].[Na+]. The catalyst is C(COC)OC.C([O-])(=O)C.[Pd+2].C([O-])(=O)C.O. The product is [CH3:1][O:2][C:3](=[O:25])[CH2:4][C:5]1[C:14]([CH3:15])=[C:13]([C:59]2[CH:58]=[CH:57][C:56]([S:53](=[O:54])(=[O:55])[NH:52][C:49]3[CH:50]=[CH:51][C:46]([F:45])=[CH:47][CH:48]=3)=[CH:61][CH:60]=2)[C:12]2[C:7](=[CH:8][CH:9]=[C:10]([Cl:24])[CH:11]=2)[CH:6]=1. The yield is 0.0800.